This data is from Reaction yield outcomes from USPTO patents with 853,638 reactions. The task is: Predict the reaction yield, written as a fraction of the theoretical maximum amount of product (1.0 means a 100% yield; for example, 0.34 means a 34% yield). The reactants are [CH:1]([N:4]1[C:8]([C:9]2[N:10]=[C:11]3[C:17]4[CH:18]=[CH:19][C:20]([CH:22]=[CH2:23])=[CH:21][C:16]=4[O:15][CH2:14][CH2:13][N:12]3[CH:24]=2)=[N:7][C:6]([CH3:25])=[N:5]1)([CH3:3])[CH3:2]. The catalyst is C(O)C. The product is [CH2:22]([C:20]1[CH:19]=[CH:18][C:17]2[C:11]3[N:12]([CH:24]=[C:9]([C:8]4[N:4]([CH:1]([CH3:2])[CH3:3])[N:5]=[C:6]([CH3:25])[N:7]=4)[N:10]=3)[CH2:13][CH2:14][O:15][C:16]=2[CH:21]=1)[CH3:23]. The yield is 0.629.